Dataset: Peptide-MHC class I binding affinity with 185,985 pairs from IEDB/IMGT. Task: Regression. Given a peptide amino acid sequence and an MHC pseudo amino acid sequence, predict their binding affinity value. This is MHC class I binding data. (1) The peptide sequence is HSSVAGGLW. The MHC is HLA-A31:01 with pseudo-sequence HLA-A31:01. The binding affinity (normalized) is 0.0847. (2) The peptide sequence is QYVRSGKDHV. The MHC is HLA-A30:02 with pseudo-sequence HLA-A30:02. The binding affinity (normalized) is 0.328. (3) The peptide sequence is KYKLKHIVW. The MHC is HLA-A30:02 with pseudo-sequence HLA-A30:02. The binding affinity (normalized) is 0. (4) The peptide sequence is ETIQVTISSY. The MHC is HLA-A23:01 with pseudo-sequence HLA-A23:01. The binding affinity (normalized) is 0.